Predict the product of the given reaction. From a dataset of Forward reaction prediction with 1.9M reactions from USPTO patents (1976-2016). (1) Given the reactants [F:1][C:2]1(F)[C:10]2[C:5](=[CH:6][CH:7]=[C:8]([N+:11]([O-:13])=[O:12])[CH:9]=2)[NH:4][C:3]1=O, predict the reaction product. The product is: [F:1][C:2]1[C:10]2[C:5](=[CH:6][CH:7]=[C:8]([N+:11]([O-:13])=[O:12])[CH:9]=2)[NH:4][CH:3]=1. (2) Given the reactants [F:1][C:2]1[CH:16]=[C:15](B2OC(C)(C)C(C)(C)O2)[CH:14]=[CH:13][C:3]=1[O:4][C:5]1[C:6]([CH3:12])=[N:7][C:8]([CH3:11])=[CH:9][CH:10]=1.C([O-])(O)=O.[Na+].Br[C:32]1[CH:37]=[CH:36][N:35]([CH2:38][CH:39]2[CH2:41][CH2:40]2)[C:34](=[O:42])[C:33]=1[C:43]#[N:44], predict the reaction product. The product is: [CH:39]1([CH2:38][N:35]2[CH:36]=[CH:37][C:32]([C:15]3[CH:14]=[CH:13][C:3]([O:4][C:5]4[C:6]([CH3:12])=[N:7][C:8]([CH3:11])=[CH:9][CH:10]=4)=[C:2]([F:1])[CH:16]=3)=[C:33]([C:43]#[N:44])[C:34]2=[O:42])[CH2:40][CH2:41]1. (3) Given the reactants Br[C:2]1[CH:10]=[CH:9][C:8]2[C:4](=[CH:5][N:6]([CH3:11])[N:7]=2)[C:3]=1[CH:12]1[CH2:14][CH:13]1[CH2:15][NH:16][C:17](=[O:19])[CH3:18].[C:20]1(B(O)O)[CH:25]=[CH:24][CH:23]=[CH:22][CH:21]=1.C(=O)([O-])[O-].[Na+].[Na+].C(O)C, predict the reaction product. The product is: [CH3:11][N:6]1[CH:5]=[C:4]2[C:8]([CH:9]=[CH:10][C:2]([C:20]3[CH:25]=[CH:24][CH:23]=[CH:22][CH:21]=3)=[C:3]2[CH:12]2[CH2:14][CH:13]2[CH2:15][NH:16][C:17](=[O:19])[CH3:18])=[N:7]1. (4) Given the reactants Cl.[Cl:2][C:3]1[CH:4]=[CH:5][C:6]2[CH2:12][CH2:11][C:10]3[CH:13]=[CH:14][CH:15]=[CH:16][C:9]=3[N:8]([CH2:17][CH2:18][CH2:19][NH2:20])[C:7]=2[CH:21]=1.C(N(CC)CC)C.[Cl:29][C:30]1[CH:31]=[C:32]([S:36](Cl)(=[O:38])=[O:37])[S:33][C:34]=1[Cl:35], predict the reaction product. The product is: [Cl:29][C:30]1[CH:31]=[C:32]([S:36]([NH:20][CH2:19][CH2:18][CH2:17][N:8]2[C:9]3[CH:16]=[CH:15][CH:14]=[CH:13][C:10]=3[CH2:11][CH2:12][C:6]3[CH:5]=[CH:4][C:3]([Cl:2])=[CH:21][C:7]2=3)(=[O:38])=[O:37])[S:33][C:34]=1[Cl:35]. (5) Given the reactants C[O-].[Na+].CN(C)[CH:6]=[CH:7][C:8]([C:10]1[N:14]([CH3:15])[CH:13]=[N:12][CH:11]=1)=O.C(=O)(O)O.[C:21]1([NH:27][C:28]([NH2:30])=[NH:29])[CH:26]=[CH:25][CH:24]=[CH:23][CH:22]=1, predict the reaction product. The product is: [NH:27]([C:28]1[N:30]=[C:8]([C:10]2[N:14]([CH3:15])[CH:13]=[N:12][CH:11]=2)[CH:7]=[CH:6][N:29]=1)[C:21]1[CH:26]=[CH:25][CH:24]=[CH:23][CH:22]=1. (6) The product is: [CH3:1][C@@:2]([OH:34])([C:30]([CH3:33])([CH3:32])[CH3:31])[C@@H:3]1[C@:8]2([O:28][CH3:29])[C@@H:9]3[O:23][C:18]4=[C:19]([OH:22])[CH:20]=[CH:21][C:16]5=[C:17]4[C@:10]43[CH2:11][CH2:12][N:13]([CH2:24][CH:25]3[CH2:26][CH2:27]3)[C@H:14]([CH2:15]5)[C@@:5]4([CH2:6][CH2:7]2)[CH2:4]1.[ClH:35]. Given the reactants [CH3:1][C@@:2]([OH:34])([C:30]([CH3:33])([CH3:32])[CH3:31])[C@@H:3]1[C@:8]2([O:28][CH3:29])[C@@H:9]3[O:23][C:18]4=[C:19]([OH:22])[CH:20]=[CH:21][C:16]5=[C:17]4[C@:10]43[CH2:11][CH2:12][N:13]([CH2:24][CH:25]3[CH2:27][CH2:26]3)[C@H:14]([CH2:15]5)[C@@:5]4([CH2:6][CH2:7]2)[CH2:4]1.[ClH:35], predict the reaction product. (7) Given the reactants [Cl:1][C:2]1[C:3](I)=[CH:4][C:5]2[N:9]=[C:8]([O:10][C@H:11]3[C@H:15]4[O:16][CH2:17][C@@H:18]([OH:19])[C@H:14]4[O:13][CH2:12]3)[NH:7][C:6]=2[CH:20]=1.CC1(C)C(C)(C)OB([C:30]2[CH:35]=[CH:34][C:33]([C:36]3([OH:40])[CH2:39][CH2:38][CH2:37]3)=[CH:32][CH:31]=2)O1.[OH-].[Li+].CCOC(C)=O, predict the reaction product. The product is: [Cl:1][C:2]1[C:3]([C:30]2[CH:35]=[CH:34][C:33]([C:36]3([OH:40])[CH2:39][CH2:38][CH2:37]3)=[CH:32][CH:31]=2)=[CH:4][C:5]2[N:9]=[C:8]([O:10][C@H:11]3[C@H:15]4[O:16][CH2:17][C@@H:18]([OH:19])[C@H:14]4[O:13][CH2:12]3)[NH:7][C:6]=2[CH:20]=1.